This data is from Catalyst prediction with 721,799 reactions and 888 catalyst types from USPTO. The task is: Predict which catalyst facilitates the given reaction. (1) Reactant: [Li+].[CH3:2][CH:3]([N-]C(C)C)C.[CH:9]1([C:13]([OH:15])=[O:14])[CH2:12][CH2:11][CH2:10]1.ICC.Cl. Product: [CH2:2]([C:9]1([C:13]([OH:15])=[O:14])[CH2:12][CH2:11][CH2:10]1)[CH3:3]. The catalyst class is: 1. (2) Reactant: [O:1]=[C:2]1[N:6]2[C:7]([C:11]([OH:13])=O)=[CH:8][CH:9]=[CH:10][C:5]2=[N:4][N:3]1[CH2:14][CH2:15][C:16]1[CH:25]=[CH:24][C:23]2[C:18](=[CH:19][CH:20]=[CH:21][CH:22]=2)[N:17]=1.C(Cl)CCl.[CH:30]1[CH:35]=[N:34][C:33]2N(O)N=[N:38][C:32]=2[CH:31]=1.C(N(C(C)C)CC)(C)C.NC1C=NC=CC=1. Product: [O:1]=[C:2]1[N:6]2[C:7]([C:11]([NH:38][C:32]3[CH:33]=[N:34][CH:35]=[CH:30][CH:31]=3)=[O:13])=[CH:8][CH:9]=[CH:10][C:5]2=[N:4][N:3]1[CH2:14][CH2:15][C:16]1[CH:25]=[CH:24][C:23]2[C:18](=[CH:19][CH:20]=[CH:21][CH:22]=2)[N:17]=1. The catalyst class is: 3. (3) Reactant: [OH:1][C:2]1[C:7]([C:8]([O:10][C:11]2[CH:16]=[CH:15][CH:14]=[CH:13][CH:12]=2)=[O:9])=[C:6]([CH3:17])[C:5]([O:18][CH3:19])=[CH:4][CH:3]=1.[H-].[Na+].[CH2:22](Br)[C:23]1[CH:28]=[CH:27][CH:26]=[CH:25][CH:24]=1. Product: [CH2:22]([O:1][C:2]1[C:7]([C:8]([O:10][C:11]2[CH:16]=[CH:15][CH:14]=[CH:13][CH:12]=2)=[O:9])=[C:6]([CH3:17])[C:5]([O:18][CH3:19])=[CH:4][CH:3]=1)[C:23]1[CH:28]=[CH:27][CH:26]=[CH:25][CH:24]=1. The catalyst class is: 3.